This data is from Forward reaction prediction with 1.9M reactions from USPTO patents (1976-2016). The task is: Predict the product of the given reaction. (1) The product is: [C:1]([Si:5]([C:44]1[CH:49]=[CH:48][CH:47]=[CH:46][CH:45]=1)([C:50]1[CH:51]=[CH:52][CH:53]=[CH:54][CH:55]=1)[O:6][CH:7]1[C:11]([C:16]([C:23]2[CH:28]=[CH:27][CH:26]=[CH:25][CH:24]=2)([C:29]2[CH:34]=[CH:33][CH:32]=[CH:31][CH:30]=2)[O:17][SiH2:18][C:19]([CH3:22])([CH3:21])[CH3:20])([CH2:12][O:13][N:14]=[CH2:15])[O:10][CH:9]([N:35]2[CH:40]=[CH:39][C:38](=[O:41])[NH:37][C:36]2=[O:42])[CH:8]1[O:43][S:60]([CH3:59])(=[O:62])=[O:61])([CH3:2])([CH3:3])[CH3:4]. Given the reactants [C:1]([Si:5]([C:50]1[CH:55]=[CH:54][CH:53]=[CH:52][CH:51]=1)([C:44]1[CH:49]=[CH:48][CH:47]=[CH:46][CH:45]=1)[O:6][CH:7]1[C:11]([C:16]([C:29]2[CH:34]=[CH:33][CH:32]=[CH:31][CH:30]=2)([C:23]2[CH:28]=[CH:27][CH:26]=[CH:25][CH:24]=2)[O:17][SiH2:18][C:19]([CH3:22])([CH3:21])[CH3:20])([CH2:12][O:13][N:14]=[CH2:15])[O:10][CH:9]([N:35]2[CH:40]=[CH:39][C:38](=[O:41])[NH:37][C:36]2=[O:42])[CH:8]1[OH:43])([CH3:4])([CH3:3])[CH3:2].ClCCl.[CH3:59][S:60](Cl)(=[O:62])=[O:61], predict the reaction product. (2) Given the reactants [C:1]1([C:26]2[CH:31]=[CH:30][CH:29]=[CH:28][CH:27]=2)[CH:6]=[CH:5][C:4]([C:7]2[N:12]=[C:11]3[CH:13]=[C:14](Cl)[N:15]([CH2:16][O:17][CH2:18][CH2:19][Si:20]([CH3:23])([CH3:22])[CH3:21])[C:10]3=[CH:9][C:8]=2[Cl:25])=[CH:3][CH:2]=1.[CH2:32]([OH:36])[CH2:33][CH2:34][OH:35].C(=O)([O-])[O-].[Cs+].[Cs+], predict the reaction product. The product is: [C:1]1([C:26]2[CH:31]=[CH:30][CH:29]=[CH:28][CH:27]=2)[CH:6]=[CH:5][C:4]([C:7]2[N:12]=[C:11]3[CH:13]=[C:14]([O:35][CH2:34][CH2:33][CH2:32][OH:36])[N:15]([CH2:16][O:17][CH2:18][CH2:19][Si:20]([CH3:22])([CH3:23])[CH3:21])[C:10]3=[CH:9][C:8]=2[Cl:25])=[CH:3][CH:2]=1. (3) Given the reactants [C:1]([NH:4][C@H:5]1[C@@H:11]([OH:12])[C@H:10]([OH:13])[C@@H:9]([CH2:14][OH:15])[O:8][CH:6]1[OH:7])(=[O:3])[CH3:2].[C:16]([OH:21])(=[O:20])[C:17]([CH3:19])=[O:18], predict the reaction product. The product is: [C:1]([NH:4][C@H:5]1[C@H:11]([C@@H:10]([C@@H:9]([CH2:14][OH:15])[OH:8])[OH:13])[O:12][C:17]([OH:18])([C:16](=[O:21])[OH:20])[CH2:19][C@@H:6]1[OH:7])(=[O:3])[CH3:2]. (4) Given the reactants FC(F)(F)C(O)=O.[CH3:8][N:9]([CH3:32])[C:10](=[O:31])[C@@H:11]([NH:23]C(=O)OC(C)(C)C)[CH2:12][C:13]1[CH:18]=[CH:17][C:16]([O:19][CH:20]([CH3:22])[CH3:21])=[CH:15][CH:14]=1, predict the reaction product. The product is: [NH2:23][C@@H:11]([CH2:12][C:13]1[CH:14]=[CH:15][C:16]([O:19][CH:20]([CH3:22])[CH3:21])=[CH:17][CH:18]=1)[C:10]([N:9]([CH3:8])[CH3:32])=[O:31]. (5) Given the reactants [CH:1]([C@:3]12[CH2:47][CH2:46][C@@H:45]([C:48]([CH3:50])=[CH2:49])[C@@H:4]1[C@@H:5]1[C@@:18]([CH3:21])([CH2:19][CH2:20]2)[C@@:17]2([CH3:22])[C@@H:8]([C@:9]3([CH3:44])[C@@H:14]([CH2:15][CH2:16]2)[C:13]([CH3:24])([CH3:23])[C:12]([C:25]2[CH2:43][C:27]4([CH2:30][C:29]([C:37]([O:39][CH:40]([CH3:42])[CH3:41])=[O:38])([C:31]([O:33][CH:34]([CH3:36])[CH3:35])=[O:32])[CH2:28]4)[CH:26]=2)=[CH:11][CH2:10]3)[CH2:7][CH2:6]1)=O.C(O)(=O)C.[NH2:55][CH2:56][CH2:57][CH2:58][N:59]1[CH2:64][CH2:63][S:62](=[O:66])(=[O:65])[CH2:61][CH2:60]1.C(O[BH-](OC(=O)C)OC(=O)C)(=O)C.[Na+], predict the reaction product. The product is: [O:65]=[S:62]1(=[O:66])[CH2:61][CH2:60][N:59]([CH2:58][CH2:57][CH2:56][NH:55][CH2:1][C@:3]23[CH2:47][CH2:46][C@@H:45]([C:48]([CH3:50])=[CH2:49])[C@@H:4]2[C@@H:5]2[C@@:18]([CH3:21])([CH2:19][CH2:20]3)[C@@:17]3([CH3:22])[C@@H:8]([C@:9]4([CH3:44])[C@@H:14]([CH2:15][CH2:16]3)[C:13]([CH3:23])([CH3:24])[C:12]([C:25]3[CH2:43][C:27]5([CH2:30][C:29]([C:31]([O:33][CH:34]([CH3:35])[CH3:36])=[O:32])([C:37]([O:39][CH:40]([CH3:42])[CH3:41])=[O:38])[CH2:28]5)[CH:26]=3)=[CH:11][CH2:10]4)[CH2:7][CH2:6]2)[CH2:64][CH2:63]1. (6) Given the reactants [C:1]([O:5][C:6]([N:8]([O:30][C:31]([O:33][C:34]([CH3:37])([CH3:36])[CH3:35])=[O:32])[C:9]1([CH3:29])[C:13](=[O:14])[N:12]([CH3:15])[N:11]=[C:10]1[C:16]1[CH:21]=[CH:20][C:19]([S:22]([CH3:24])=[O:23])=[C:18]([C:25]([F:28])([F:27])[F:26])[CH:17]=1)=[O:7])([CH3:4])([CH3:3])[CH3:2].C1C=C(Cl)C=C(C(OO)=[O:46])C=1, predict the reaction product. The product is: [C:1]([O:5][C:6]([N:8]([O:30][C:31]([O:33][C:34]([CH3:37])([CH3:36])[CH3:35])=[O:32])[C:9]1([CH3:29])[C:13](=[O:14])[N:12]([CH3:15])[N:11]=[C:10]1[C:16]1[CH:21]=[CH:20][C:19]([S:22]([CH3:24])(=[O:46])=[O:23])=[C:18]([C:25]([F:28])([F:27])[F:26])[CH:17]=1)=[O:7])([CH3:4])([CH3:2])[CH3:3]. (7) Given the reactants C([O:8][CH2:9][CH2:10][N:11]1[C:23]2[CH2:22][CH2:21][CH2:20][CH:19]([C:24]([N:26]3[CH2:31][CH2:30][CH2:29][CH2:28][CH2:27]3)=[O:25])[C:18]=2[C:17]2[C:12]1=[CH:13][CH:14]=[CH:15][CH:16]=2)C1C=CC=CC=1, predict the reaction product. The product is: [OH:8][CH2:9][CH2:10][N:11]1[C:23]2[CH2:22][CH2:21][CH2:20][CH:19]([C:24]([N:26]3[CH2:31][CH2:30][CH2:29][CH2:28][CH2:27]3)=[O:25])[C:18]=2[C:17]2[C:12]1=[CH:13][CH:14]=[CH:15][CH:16]=2. (8) The product is: [O:1]1[C:5]2[CH:6]=[CH:7][C:8]([N:10]([CH3:32])[NH:11][C:12]([C@H:14]([CH2:27][CH2:28][CH2:29][CH2:30][CH3:31])[CH2:15][N:16]([OH:19])[CH:17]=[O:18])=[O:13])=[CH:9][C:4]=2[O:3][CH2:2]1. Given the reactants [O:1]1[C:5]2[CH:6]=[CH:7][C:8]([N:10]([CH3:32])[NH:11][C:12]([C@H:14]([CH2:27][CH2:28][CH2:29][CH2:30][CH3:31])[CH2:15][N:16]([O:19]CC3C=CC=CC=3)[CH:17]=[O:18])=[O:13])=[CH:9][C:4]=2[O:3][CH2:2]1, predict the reaction product. (9) Given the reactants [F:1][C:2]1[CH:3]=[C:4]2[C:9](=[CH:10][CH:11]=1)[N:8]=[CH:7][CH:6]=[C:5]2[N:12]1[CH2:17][CH2:16][N:15](C(OC(C)(C)C)=O)[CH2:14][CH2:13]1.Cl, predict the reaction product. The product is: [F:1][C:2]1[CH:3]=[C:4]2[C:9](=[CH:10][CH:11]=1)[N:8]=[CH:7][CH:6]=[C:5]2[N:12]1[CH2:13][CH2:14][NH:15][CH2:16][CH2:17]1. (10) Given the reactants Br[CH2:2][C:3]1[N:7]([CH3:8])[N:6]([CH:9]2[CH2:14][CH2:13][CH2:12][CH2:11][CH2:10]2)[C:5](=[O:15])[C:4]=1[Cl:16].[CH3:17][CH:18]1[CH2:23][NH:22][CH2:21][CH2:20][N:19]1[C:24]1[CH:25]=[C:26]([CH3:30])[CH:27]=[CH:28][CH:29]=1.C(=O)([O-])[O-].[K+].[K+], predict the reaction product. The product is: [Cl:16][C:4]1[C:5](=[O:15])[N:6]([CH:9]2[CH2:14][CH2:13][CH2:12][CH2:11][CH2:10]2)[N:7]([CH3:8])[C:3]=1[CH2:2][N:22]1[CH2:21][CH2:20][N:19]([C:24]2[CH:25]=[C:26]([CH3:30])[CH:27]=[CH:28][CH:29]=2)[CH:18]([CH3:17])[CH2:23]1.